The task is: Predict the reactants needed to synthesize the given product.. This data is from Full USPTO retrosynthesis dataset with 1.9M reactions from patents (1976-2016). (1) Given the product [Br:1][C:2]1[CH:3]=[C:4]([CH:8]2[O:12][CH2:11][CH2:10][O:9]2)[S:5][C:6]=1[CH3:7], predict the reactants needed to synthesize it. The reactants are: [Br:1][C:2]1[CH:3]=[C:4]([CH:8]=[O:9])[S:5][C:6]=1[CH3:7].[CH2:10](O)[CH2:11][OH:12].C1(C)C=CC(S(O)(=O)=O)=CC=1. (2) Given the product [CH3:13][C:10]1[CH:11]=[CH:12][C:7]([C:16](=[O:18])[CH3:17])=[N:8][CH:9]=1, predict the reactants needed to synthesize it. The reactants are: C([Li])CCC.Br[C:7]1[CH:12]=[CH:11][C:10]([CH3:13])=[CH:9][N:8]=1.CN(C)[C:16](=[O:18])[CH3:17].O. (3) Given the product [N:14]1[CH:19]=[CH:18][CH:17]=[C:16]([CH2:20][CH2:21][C:22]([N:2]2[CH2:3][CH2:4][C:5]3[C:10](=[CH:9][CH:8]=[CH:7][CH:6]=3)[CH:1]2[C:11]([OH:13])=[O:12])=[O:23])[CH:15]=1, predict the reactants needed to synthesize it. The reactants are: [CH:1]1([C:11]([OH:13])=[O:12])[C:10]2[C:5](=[CH:6][CH:7]=[CH:8][CH:9]=2)[CH2:4][CH2:3][NH:2]1.[N:14]1[CH:19]=[CH:18][CH:17]=[C:16]([CH2:20][CH2:21][C:22](O)=[O:23])[CH:15]=1.C(N(CC)CC)C.Cl.CN(C)CCCN=C=NCC. (4) Given the product [CH2:40]([O:47][C:48]([C:50]1[CH:59]=[C:58]([O:60][CH2:61][C:62]2[CH:67]=[CH:66][CH:65]=[CH:64][CH:63]=2)[C:57]2[C:52](=[C:53]([O:69][CH2:70][C:71]3[CH:76]=[CH:75][CH:74]=[CH:73][CH:72]=3)[CH:54]=[C:55]([CH:9]3[CH2:10][CH2:11][CH2:12][CH2:13][NH:8]3)[CH:56]=2)[N:51]=1)=[O:49])[C:41]1[CH:46]=[CH:45][CH:44]=[CH:43][CH:42]=1, predict the reactants needed to synthesize it. The reactants are: CN1CCNCC1.[NH:8]1[CH2:13][CH2:12][CH2:11][CH2:10][CH2:9]1.COC(C1C=C(OCC2C=CC=CC=2)C2C(=C([N+]([O-])=O)C=CC=2Br)N=1)=O.[CH2:40]([O:47][C:48]([C:50]1[CH:59]=[C:58]([O:60][CH2:61][C:62]2[CH:67]=[CH:66][CH:65]=[CH:64][CH:63]=2)[C:57]2[C:52](=[C:53]([O:69][CH2:70][C:71]3[CH:76]=[CH:75][CH:74]=[CH:73][CH:72]=3)[CH:54]=[C:55](Br)[CH:56]=2)[N:51]=1)=[O:49])[C:41]1[CH:46]=[CH:45][CH:44]=[CH:43][CH:42]=1. (5) Given the product [F:1][C:2]1[CH:3]=[CH:4][C:5]([C:8]2[O:9][C:10]3[CH:20]=[C:19]([N:21]([CH3:26])[S:22]([CH3:25])(=[O:24])=[O:23])[C:18]([C:27]4[N:32]=[C:31]([C:33]([NH:46][CH2:45][C:42]5[CH:41]=[CH:40][C:39]([F:38])=[CH:44][N:43]=5)=[O:35])[C:30]([O:36][CH3:37])=[CH:29][CH:28]=4)=[CH:17][C:11]=3[C:12]=2[C:13](=[O:16])[NH:14][CH3:15])=[CH:6][CH:7]=1, predict the reactants needed to synthesize it. The reactants are: [F:1][C:2]1[CH:7]=[CH:6][C:5]([C:8]2[O:9][C:10]3[CH:20]=[C:19]([N:21]([CH3:26])[S:22]([CH3:25])(=[O:24])=[O:23])[C:18]([C:27]4[N:32]=[C:31]([C:33]([OH:35])=O)[C:30]([O:36][CH3:37])=[CH:29][CH:28]=4)=[CH:17][C:11]=3[C:12]=2[C:13](=[O:16])[NH:14][CH3:15])=[CH:4][CH:3]=1.[F:38][C:39]1[CH:40]=[CH:41][C:42]([CH2:45][NH2:46])=[N:43][CH:44]=1.CCN(CC)CC.C(P1(=O)OP(CCC)(=O)OP(CCC)(=O)O1)CC.